Dataset: Reaction yield outcomes from USPTO patents with 853,638 reactions. Task: Predict the reaction yield, written as a fraction of the theoretical maximum amount of product (1.0 means a 100% yield; for example, 0.34 means a 34% yield). (1) The yield is 0.810. The reactants are [N:1]1([C:6]([O:8][CH2:9][C:10]2[CH:15]=[CH:14][CH:13]=[CH:12][CH:11]=2)=[O:7])[CH2:5][CH:4]=[CH:3][CH2:2]1.ClC1C=CC=C(C(OO)=[O:24])C=1. The product is [C@H:3]12[O:24][C@H:4]1[CH2:5][N:1]([C:6]([O:8][CH2:9][C:10]1[CH:15]=[CH:14][CH:13]=[CH:12][CH:11]=1)=[O:7])[CH2:2]2. The catalyst is C(Cl)Cl. (2) The reactants are Cl.[Cl:2][C:3]1[S:7][C:6]([C:8]([NH2:10])=[NH:9])=[CH:5][CH:4]=1.[CH2:11]([CH:13]([C:19](=O)[CH3:20])[C:14](OCC)=[O:15])[CH3:12].C[O-].[Na+]. The catalyst is C(O)C. The product is [Cl:2][C:3]1[S:7][C:6]([C:8]2[NH:10][C:14](=[O:15])[C:13]([CH2:19][CH3:20])=[C:11]([CH3:12])[N:9]=2)=[CH:5][CH:4]=1. The yield is 0.510.